Predict the product of the given reaction. From a dataset of Forward reaction prediction with 1.9M reactions from USPTO patents (1976-2016). (1) Given the reactants [C:1]([O:9][CH2:10][CH3:11])(=[O:8])[CH2:2][C:3]([O:5][CH2:6][CH3:7])=[O:4].[H-].[Na+].Br[C:15]1[C:16]([F:27])=[CH:17][N:18]=[C:19]2[C:24]=1[N:23]=[C:22]([O:25][CH3:26])[CH:21]=[CH:20]2.OS([O-])(=O)=O.[Na+], predict the reaction product. The product is: [CH2:10]([O:9][C:1](=[O:8])[CH:2]([C:15]1[C:24]2[C:19](=[CH:20][CH:21]=[C:22]([O:25][CH3:26])[N:23]=2)[N:18]=[CH:17][C:16]=1[F:27])[C:3]([O:5][CH2:6][CH3:7])=[O:4])[CH3:11]. (2) Given the reactants [CH2:1]([Zn]CC)C.FC(F)(F)C(O)=O.ICI.[CH2:16]([O:23][C:24]([NH:26][C@@:27]1([C:39]([O:41][CH2:42][CH3:43])=[O:40])[CH2:32][C:31](=[CH2:33])[C@@H:30]2[C@H:28]1[C@H:29]2[C:34]([O:36][CH2:37][CH3:38])=[O:35])=[O:25])[C:17]1[CH:22]=[CH:21][CH:20]=[CH:19][CH:18]=1.Cl, predict the reaction product. The product is: [CH2:16]([O:23][C:24]([NH:26][C@@:27]1([C:39]([O:41][CH2:42][CH3:43])=[O:40])[CH2:32][C:31]2([CH2:1][CH2:33]2)[C@@H:30]2[C@H:28]1[C@H:29]2[C:34]([O:36][CH2:37][CH3:38])=[O:35])=[O:25])[C:17]1[CH:18]=[CH:19][CH:20]=[CH:21][CH:22]=1. (3) The product is: [CH2:1]([N:8]1[CH2:15][CH2:14][CH2:13][CH2:12][CH2:11][C@H:10]([NH:16][C:17](=[O:23])[O:18][C:19]([CH3:20])([CH3:21])[CH3:22])[C:9]1=[O:24])[C:2]1[CH:3]=[CH:4][CH:5]=[CH:6][CH:7]=1. Given the reactants [CH2:1]([N:8]1[CH2:15][CH2:14][CH:13]=[CH:12][CH2:11][C@H:10]([NH:16][C:17](=[O:23])[O:18][C:19]([CH3:22])([CH3:21])[CH3:20])[C:9]1=[O:24])[C:2]1[CH:7]=[CH:6][CH:5]=[CH:4][CH:3]=1, predict the reaction product.